This data is from Catalyst prediction with 721,799 reactions and 888 catalyst types from USPTO. The task is: Predict which catalyst facilitates the given reaction. Reactant: [NH2:1][CH2:2][C:3]1[CH:11]=[CH:10][C:6]([C:7]([OH:9])=[O:8])=[CH:5][CH:4]=1.C([O-])(O)=O.[Na+].[CH3:17][C:18]([O:21][C:22](O[C:22]([O:21][C:18]([CH3:20])([CH3:19])[CH3:17])=[O:23])=[O:23])([CH3:20])[CH3:19]. Product: [C:18]([O:21][C:22]([NH:1][CH2:2][C:3]1[CH:4]=[CH:5][C:6]([C:7]([OH:9])=[O:8])=[CH:10][CH:11]=1)=[O:23])([CH3:20])([CH3:19])[CH3:17]. The catalyst class is: 38.